From a dataset of Reaction yield outcomes from USPTO patents with 853,638 reactions. Predict the reaction yield, written as a fraction of the theoretical maximum amount of product (1.0 means a 100% yield; for example, 0.34 means a 34% yield). (1) The reactants are [Cl:1][C:2]1[CH:3]=[C:4](I)[C:5]([CH3:11])=[C:6]([CH:10]=1)[C:7]([OH:9])=[O:8].[OH:13]C1C=CC=C2C=1N=CC=C2.[OH-].[K+].C(O)(C)(C)C. The catalyst is [Cu]I.O.CS(C)=O. The product is [Cl:1][C:2]1[CH:3]=[C:4]([OH:13])[C:5]([CH3:11])=[C:6]([CH:10]=1)[C:7]([OH:9])=[O:8]. The yield is 0.830. (2) The reactants are [Cl-].[NH4+].[CH3:3][O:4][C:5]1[CH:6]=[C:7]2[C:16](=[CH:17][CH:18]=1)[N:15]=[CH:14][C:13]1[O:12][CH2:11][CH:10]([N:19]3[CH:23]=[C:22]([N+:24]([O-])=O)[CH:21]=[N:20]3)[CH2:9][C:8]2=1. The catalyst is C(O)C.[Fe]. The product is [CH3:3][O:4][C:5]1[CH:6]=[C:7]2[C:16](=[CH:17][CH:18]=1)[N:15]=[CH:14][C:13]1[O:12][CH2:11][CH:10]([N:19]3[CH:23]=[C:22]([NH2:24])[CH:21]=[N:20]3)[CH2:9][C:8]2=1. The yield is 0.220.